Task: Predict the reaction yield, written as a fraction of the theoretical maximum amount of product (1.0 means a 100% yield; for example, 0.34 means a 34% yield).. Dataset: Reaction yield outcomes from USPTO patents with 853,638 reactions (1) The reactants are [F:1][C:2]1[CH:7]=[C:6]([O:8][C:9]2[CH:14]=[CH:13][N:12]=[C:11]([NH:15][C:16]([N:18]3[CH2:21][CH:20]([OH:22])[CH2:19]3)=[O:17])[CH:10]=2)[C:5]([F:23])=[CH:4][C:3]=1[NH:24][C:25]([CH2:27][C:28]1([CH2:31][C:32]([NH:34][C:35]2[CH:40]=[CH:39][C:38]([F:41])=[CH:37][CH:36]=2)=[O:33])[CH2:30][CH2:29]1)=[O:26].[ClH:42].O. The catalyst is CC(C)=O. The product is [ClH:42].[F:1][C:2]1[CH:7]=[C:6]([O:8][C:9]2[CH:14]=[CH:13][N:12]=[C:11]([NH:15][C:16]([N:18]3[CH2:19][CH:20]([OH:22])[CH2:21]3)=[O:17])[CH:10]=2)[C:5]([F:23])=[CH:4][C:3]=1[NH:24][C:25]([CH2:27][C:28]1([CH2:31][C:32]([NH:34][C:35]2[CH:36]=[CH:37][C:38]([F:41])=[CH:39][CH:40]=2)=[O:33])[CH2:30][CH2:29]1)=[O:26]. The yield is 0.800. (2) The reactants are [Cl:1][C:2]1[C:7]([CH2:8]O)=[CH:6][CH:5]=[CH:4][N:3]=1.S(Cl)([Cl:12])=O. The catalyst is C(Cl)(Cl)Cl.CN(C=O)C. The product is [Cl:1][C:2]1[C:7]([CH2:8][Cl:12])=[CH:6][CH:5]=[CH:4][N:3]=1. The yield is 0.890. (3) The reactants are [CH:1]([O:4][C:5]1[C:13]([O:14][CH3:15])=[CH:12][CH:11]=[CH:10][C:6]=1[CH2:7]CN)([CH3:3])[CH3:2].[CH3:16][NH:17]CC1C=CC2C(=CC=CC=2)C=1CCC.[ClH:32].[N:33]1([CH2:39][CH2:40][CH2:41][N:42]2[CH2:48][C:47]3[CH:49]=[C:50](/[CH:53]=[CH:54]/[C:55]([OH:57])=O)[CH:51]=[N:52][C:46]=3[NH:45][C:44](=[O:58])[CH2:43]2)[CH2:38][CH2:37][O:36][CH2:35][CH2:34]1.Cl.CN1CC2C=C(/C=C/C(O)=O)C=NC=2NC(=O)C1. No catalyst specified. The product is [ClH:32].[CH:1]([O:4][C:5]1[C:13]([O:14][CH3:15])=[CH:12][CH:11]=[CH:10][C:6]=1[CH2:7][N:17]([CH3:16])[C:55](=[O:57])/[CH:54]=[CH:53]/[C:50]1[CH:51]=[N:52][C:46]2[NH:45][C:44](=[O:58])[CH2:43][N:42]([CH2:41][CH2:40][CH2:39][N:33]3[CH2:38][CH2:37][O:36][CH2:35][CH2:34]3)[CH2:48][C:47]=2[CH:49]=1)([CH3:2])[CH3:3]. The yield is 0.440. (4) The reactants are [N:1]1([C:7]2[CH:8]=[C:9]3[CH:15]=[CH:14][NH:13][C:10]3=[N:11][CH:12]=2)[CH2:6][CH2:5][O:4][CH2:3][CH2:2]1.[OH-].[K+].[I:18]I.[O-]S([O-])(=S)=O.[Na+].[Na+]. The catalyst is CN(C=O)C.O. The product is [I:18][C:15]1[C:9]2[C:10](=[N:11][CH:12]=[C:7]([N:1]3[CH2:2][CH2:3][O:4][CH2:5][CH2:6]3)[CH:8]=2)[NH:13][CH:14]=1. The yield is 0.660. (5) The yield is 0.640. The reactants are [CH3:1][C:2]1[CH:11]=[CH:10][C:9]2[C:4](=[CH:5][CH:6]=[CH:7][C:8]=2[N:12]2[CH2:17][CH2:16][N:15]([CH2:18][CH2:19][C:20]3[CH:21]=[C:22]([CH:24]=[CH:25][CH:26]=3)[NH2:23])[CH2:14][CH2:13]2)[N:3]=1.[C:27]1([CH2:33][C:34](Cl)=[O:35])[CH:32]=[CH:31][CH:30]=[CH:29][CH:28]=1. No catalyst specified. The product is [CH3:1][C:2]1[CH:11]=[CH:10][C:9]2[C:4](=[CH:5][CH:6]=[CH:7][C:8]=2[N:12]2[CH2:13][CH2:14][N:15]([CH2:18][CH2:19][C:20]3[CH:21]=[C:22]([NH:23][C:34](=[O:35])[CH2:33][C:27]4[CH:32]=[CH:31][CH:30]=[CH:29][CH:28]=4)[CH:24]=[CH:25][CH:26]=3)[CH2:16][CH2:17]2)[N:3]=1. (6) The reactants are [CH3:1][C:2]([CH3:8])([CH3:7])[CH2:3][C:4](Cl)=[O:5].[Br:9][C:10]1[CH:15]=[CH:14][C:13]([NH2:16])=[C:12]([C:17]([F:20])([F:19])[F:18])[CH:11]=1.O. The catalyst is C(#N)C. The product is [Br:9][C:10]1[CH:15]=[CH:14][C:13]([NH:16][C:4](=[O:5])[CH2:3][C:2]([CH3:8])([CH3:7])[CH3:1])=[C:12]([C:17]([F:18])([F:19])[F:20])[CH:11]=1. The yield is 0.790. (7) The reactants are [NH:1]1[CH2:6][CH2:5][O:4][C@H:3]([C:7]2[CH:8]=[CH:9][C:10]([NH2:13])=[N:11][CH:12]=2)[CH2:2]1.[C:14]1([CH2:20][CH2:21][CH:22]=O)[CH:19]=[CH:18][CH:17]=[CH:16][CH:15]=1.C(O[BH-](OC(=O)C)OC(=O)C)(=O)C.[Na+]. The catalyst is O1CCCC1.C(=O)([O-])O.[Na+]. The product is [C:14]1([CH2:20][CH2:21][CH2:22][N:1]2[CH2:6][CH2:5][O:4][C@H:3]([C:7]3[CH:8]=[CH:9][C:10]([NH2:13])=[N:11][CH:12]=3)[CH2:2]2)[CH:19]=[CH:18][CH:17]=[CH:16][CH:15]=1. The yield is 0.380. (8) The yield is 0.340. The product is [CH3:1][O:2][C:3]1[C:4](=[O:29])[C:5]([CH3:28])=[C:6]([CH2:12][C:13]2[CH:14]=[CH:15][C:16]([C:22]3[CH:23]=[CH:24][CH:25]=[CH:26][CH:27]=3)=[C:17]([CH:21]=2)[C:18]([N:30]2[CH2:35][CH2:34][CH2:33][CH2:32][CH2:31]2)=[O:19])[C:7](=[O:11])[C:8]=1[O:9][CH3:10]. The catalyst is CN(C)C1C=CN=CC=1.C(Cl)Cl. The reactants are [CH3:1][O:2][C:3]1[C:4](=[O:29])[C:5]([CH3:28])=[C:6]([CH2:12][C:13]2[CH:14]=[CH:15][C:16]([C:22]3[CH:27]=[CH:26][CH:25]=[CH:24][CH:23]=3)=[C:17]([CH:21]=2)[C:18](O)=[O:19])[C:7](=[O:11])[C:8]=1[O:9][CH3:10].[NH:30]1[CH2:35][CH2:34][CH2:33][CH2:32][CH2:31]1.CCN=C=NCCCN(C)C.Cl. (9) The reactants are [Br:1][C:2]1[CH:3]=[C:4]2[C:9](=[CH:10][C:11]=1[O:12][CH3:13])[N:8]=[CH:7][C:6]([C:14]([O:16][CH2:17][CH3:18])=[O:15])=[C:5]2Cl.[NH2:20][C:21]1[C:22]([CH3:27])=[CH:23][CH:24]=[CH:25][CH:26]=1.CC(O)=O.N. The catalyst is CCO. The product is [Br:1][C:2]1[CH:3]=[C:4]2[C:9](=[CH:10][C:11]=1[O:12][CH3:13])[N:8]=[CH:7][C:6]([C:14]([O:16][CH2:17][CH3:18])=[O:15])=[C:5]2[NH:20][C:21]1[C:22]([CH3:27])=[CH:23][CH:24]=[CH:25][CH:26]=1. The yield is 0.800. (10) The catalyst is C1COCC1.C(OCC)(=O)C. The product is [CH2:1]([N:4]([C:6]([CH3:12])([CH3:13])[C:7]([O:9][CH2:10][CH3:11])=[O:8])[NH:5][C:22](=[O:23])[NH:21][CH2:14][C:15]1[CH:20]=[CH:19][CH:18]=[CH:17][CH:16]=1)[CH:2]=[CH2:3]. The yield is 0.350. The reactants are [CH2:1]([N:4]([C:6]([CH3:13])([CH3:12])[C:7]([O:9][CH2:10][CH3:11])=[O:8])[NH2:5])[CH:2]=[CH2:3].[CH2:14]([N:21]=[C:22]=[O:23])[C:15]1[CH:20]=[CH:19][CH:18]=[CH:17][CH:16]=1.